From a dataset of Catalyst prediction with 721,799 reactions and 888 catalyst types from USPTO. Predict which catalyst facilitates the given reaction. (1) Reactant: Cl[C:2]1[CH:7]=[C:6]([N:8]2[CH2:13][CH2:12][N:11]([C:14]([O:16][C:17]([CH3:20])([CH3:19])[CH3:18])=[O:15])[CH2:10][CH2:9]2)[N:5]2[N:21]=[CH:22][CH:23]=[C:4]2[N:3]=1.[CH3:24][O-:25].[Na+]. Product: [CH3:24][O:25][C:2]1[CH:7]=[C:6]([N:8]2[CH2:13][CH2:12][N:11]([C:14]([O:16][C:17]([CH3:20])([CH3:19])[CH3:18])=[O:15])[CH2:10][CH2:9]2)[N:5]2[N:21]=[CH:22][CH:23]=[C:4]2[N:3]=1. The catalyst class is: 5. (2) Reactant: [C:1]([N:4]1[C:13]2[C:8](=[CH:9][C:10]([C:14]([NH:16][OH:17])=[NH:15])=[CH:11][CH:12]=2)[C@H:7]([NH:18][C:19](=[O:24])[O:20][CH:21]([CH3:23])[CH3:22])[CH2:6][C@@H:5]1[CH3:25])(=[O:3])[CH3:2].N1C=CC=[CH:28][CH:27]=1.C(Cl)(=O)C. Product: [C:1]([N:4]1[C:13]2[C:8](=[CH:9][C:10]([C:14]3[N:15]=[C:27]([CH3:28])[O:17][N:16]=3)=[CH:11][CH:12]=2)[C@H:7]([NH:18][C:19](=[O:24])[O:20][CH:21]([CH3:22])[CH3:23])[CH2:6][C@@H:5]1[CH3:25])(=[O:3])[CH3:2]. The catalyst class is: 11. (3) Product: [F:27][C:28]([F:33])([F:32])[C:29]([OH:31])=[O:30].[CH2:1]([O:3][C:4]([C:6]1[N:7]=[CH:8][N:9]2[C:15]=1[CH2:14][NH:13][CH2:12][C:11]1[CH:23]=[CH:24][CH:25]=[CH:26][C:10]2=1)=[O:5])[CH3:2]. The catalyst class is: 2. Reactant: [CH2:1]([O:3][C:4]([C:6]1[N:7]=[CH:8][N:9]2[C:15]=1[CH2:14][N:13](C(OC(C)(C)C)=O)[CH2:12][C:11]1[CH:23]=[CH:24][CH:25]=[CH:26][C:10]2=1)=[O:5])[CH3:2].[F:27][C:28]([F:33])([F:32])[C:29]([OH:31])=[O:30]. (4) Reactant: Br[C:2]1[C:3]2[N:4]([C:16](=[O:30])[N:17]([CH2:19][C:20]3[CH:21]=[N:22][C:23]([C:26]([F:29])([F:28])[F:27])=[CH:24][CH:25]=3)[N:18]=2)[C:5]([CH3:15])=[N:6][C:7]=1[C:8]1[CH:13]=[CH:12][C:11]([Cl:14])=[CH:10][CH:9]=1.[N:31]1[CH:36]=[CH:35][C:34](B(O)O)=[CH:33][CH:32]=1.[O-]P([O-])([O-])=O.[K+].[K+].[K+].C(Cl)Cl. Product: [Cl:14][C:11]1[CH:12]=[CH:13][C:8]([C:7]2[N:6]=[C:5]([CH3:15])[N:4]3[C:16](=[O:30])[N:17]([CH2:19][C:20]4[CH:21]=[N:22][C:23]([C:26]([F:28])([F:29])[F:27])=[CH:24][CH:25]=4)[N:18]=[C:3]3[C:2]=2[C:34]2[CH:35]=[CH:36][N:31]=[CH:32][CH:33]=2)=[CH:9][CH:10]=1. The catalyst class is: 450. (5) Reactant: [Cl:1]/[C:2](/[C:12]([F:15])([F:14])[F:13])=[CH:3]\[CH:4]1[CH:6]([C:7](Cl)=[O:8])[C:5]1([CH3:11])[CH3:10].[O:16]([C:23]1[CH:24]=[C:25]([CH2:29][NH2:30])[CH:26]=[CH:27][CH:28]=1)[C:17]1[CH:22]=[CH:21][CH:20]=[CH:19][CH:18]=1.N1C=CC=CC=1. Product: [Cl:1]/[C:2](/[C:12]([F:15])([F:14])[F:13])=[CH:3]\[CH:4]1[CH:6]([C:7]([NH:30][CH2:29][C:25]2[CH:26]=[CH:27][CH:28]=[C:23]([O:16][C:17]3[CH:22]=[CH:21][CH:20]=[CH:19][CH:18]=3)[CH:24]=2)=[O:8])[C:5]1([CH3:11])[CH3:10]. The catalyst class is: 133. (6) Reactant: Br[C:2]1[N:7]=[CH:6][C:5]([C:8]([OH:26])([CH3:25])[CH2:9][N:10]2[C:18]3[CH:17]=[CH:16][C:15]([CH3:19])=[CH:14][C:13]=3[C:12]3[CH2:20][N:21]([CH3:24])[CH2:22][CH2:23][C:11]2=3)=[CH:4][CH:3]=1.[OH-].[NH4+:28]. Product: [NH2:28][C:2]1[N:7]=[CH:6][C:5]([C:8]([OH:26])([CH3:25])[CH2:9][N:10]2[C:18]3[CH:17]=[CH:16][C:15]([CH3:19])=[CH:14][C:13]=3[C:12]3[CH2:20][N:21]([CH3:24])[CH2:22][CH2:23][C:11]2=3)=[CH:4][CH:3]=1. The catalyst class is: 5. (7) Reactant: [CH3:1][O:2][C:3](=[O:12])[C:4]1[CH:9]=[C:8]([CH3:10])[CH:7]=[CH:6][C:5]=1Br.C1(P(C2C=CC=CC=2)C2C=CC=CC=2OC2C=CC=CC=2P(C2C=CC=CC=2)C2C=CC=CC=2)C=CC=CC=1.CC(C)([O-])C.[Na+].[CH:58]([Si:61]([CH:66]([CH3:68])[CH3:67])([CH:63]([CH3:65])[CH3:64])[SH:62])([CH3:60])[CH3:59]. Product: [CH3:1][O:2][C:3](=[O:12])[C:4]1[CH:9]=[C:8]([CH3:10])[CH:7]=[CH:6][C:5]=1[S:62][Si:61]([CH:63]([CH3:65])[CH3:64])([CH:66]([CH3:68])[CH3:67])[CH:58]([CH3:59])[CH3:60]. The catalyst class is: 187.